From a dataset of Forward reaction prediction with 1.9M reactions from USPTO patents (1976-2016). Predict the product of the given reaction. The product is: [C:42]([C:41]1[CH:46]=[C:37]([CH:38]=[CH:39][C:40]=1[CH3:47])[CH2:36][O:1][CH:2]1[CH:7]([C:8]2[CH:13]=[CH:12][C:11]([O:14][CH2:15][CH2:16][CH2:17][O:18][CH2:19][C:20]3[CH:25]=[CH:24][CH:23]=[CH:22][C:21]=3[O:26][CH3:27])=[CH:10][CH:9]=2)[CH2:6][CH2:5][N:4]([C:28]([O:30][C:31]([CH3:34])([CH3:33])[CH3:32])=[O:29])[CH2:3]1)([OH:44])=[O:43]. Given the reactants [OH:1][CH:2]1[CH:7]([C:8]2[CH:13]=[CH:12][C:11]([O:14][CH2:15][CH2:16][CH2:17][O:18][CH2:19][C:20]3[CH:25]=[CH:24][CH:23]=[CH:22][C:21]=3[O:26][CH3:27])=[CH:10][CH:9]=2)[CH2:6][CH2:5][N:4]([C:28]([O:30][C:31]([CH3:34])([CH3:33])[CH3:32])=[O:29])[CH2:3]1.Cl[CH2:36][C:37]1[CH:38]=[CH:39][C:40]([CH3:47])=[C:41]([CH:46]=1)[C:42]([O:44]C)=[O:43], predict the reaction product.